Dataset: Full USPTO retrosynthesis dataset with 1.9M reactions from patents (1976-2016). Task: Predict the reactants needed to synthesize the given product. (1) Given the product [CH2:33]([N:35]1[C:43]2[C:38](=[C:39]([F:44])[CH:40]=[CH:41][CH:42]=2)[CH:37]=[C:36]1[C:45]([N:29]1[CH2:30][CH2:31][CH2:32][C@H:27]([C:18]2[C:19]([N:21]([CH3:26])[S:22]([CH3:25])(=[O:24])=[O:23])=[CH:20][C:10]3[O:9][C:8]([C:5]4[CH:6]=[CH:7][C:2]([F:1])=[CH:3][CH:4]=4)=[C:12]([C:13]([NH:15][CH3:16])=[O:14])[C:11]=3[CH:17]=2)[CH2:28]1)=[O:46])[CH3:34], predict the reactants needed to synthesize it. The reactants are: [F:1][C:2]1[CH:7]=[CH:6][C:5]([C:8]2[O:9][C:10]3[CH:20]=[C:19]([N:21]([CH3:26])[S:22]([CH3:25])(=[O:24])=[O:23])[C:18]([C@H:27]4[CH2:32][CH2:31][CH2:30][NH:29][CH2:28]4)=[CH:17][C:11]=3[C:12]=2[C:13]([NH:15][CH3:16])=[O:14])=[CH:4][CH:3]=1.[CH2:33]([N:35]1[C:43]2[C:38](=[C:39]([F:44])[CH:40]=[CH:41][CH:42]=2)[CH:37]=[C:36]1[C:45](O)=[O:46])[CH3:34].C(N(CC)C(C)C)(C)C.CN(C)CCCN=C=NCC. (2) Given the product [C:1]([C:4]1[CH:9]=[CH:8][C:7]([F:35])=[C:6]([NH:10][CH:11]([C:15]2[CH:20]=[CH:19][C:18]([O:21][CH3:22])=[C:17]([O:23][CH3:24])[CH:16]=2)[C:12]([OH:14])=[O:13])[CH:5]=1)(=[O:3])[NH2:2], predict the reactants needed to synthesize it. The reactants are: [C:1]([C:4]1[CH:5]=[C:6]([NH:10][CH:11]([C:15]2[CH:20]=[CH:19][C:18]([O:21][CH3:22])=[C:17]([O:23][CH3:24])[CH:16]=2)[C:12]([OH:14])=[O:13])[CH:7]=[CH:8][CH:9]=1)(=[O:3])[NH2:2].NC1C=C(C=CC=1[F:35])C(N)=O.COC1C=C(B(O)O)C=CC=1OC.O.C(O)(=O)C=O.